This data is from Full USPTO retrosynthesis dataset with 1.9M reactions from patents (1976-2016). The task is: Predict the reactants needed to synthesize the given product. (1) Given the product [NH:22]1[C:13]([C:12]2[CH:15]=[CH:16][C:9]([C:4]3[CH:3]=[C:2]([OH:1])[C:7](=[O:8])[NH:6][CH:5]=3)=[CH:10][CH:11]=2)=[N:14][N:24]=[N:23]1, predict the reactants needed to synthesize it. The reactants are: [OH:1][C:2]1[CH:3]=[C:4]([C:9]2[CH:16]=[CH:15][C:12]([C:13]#[N:14])=[CH:11][CH:10]=2)[CH:5]=[N:6][C:7]=1[OH:8].CN(C=O)C.[N-:22]=[N+:23]=[N-:24].[Na+]. (2) Given the product [Br:1][C:2]1[CH:3]=[C:4]([CH2:11][CH2:12][NH:13][C:14](=[O:25])[C@@H:15]([NH:19][S:20]([CH2:23][CH3:24])(=[O:22])=[O:21])[CH:16]([CH3:18])[CH3:17])[CH:5]=[C:6]([O:9][CH3:10])[C:7]=1[O:8][CH2:35][C:34]#[C:33][C:30]1[CH:31]=[CH:32][C:27]([Cl:26])=[CH:28][CH:29]=1, predict the reactants needed to synthesize it. The reactants are: [Br:1][C:2]1[CH:3]=[C:4]([CH2:11][CH2:12][NH:13][C:14](=[O:25])[C@@H:15]([NH:19][S:20]([CH2:23][CH3:24])(=[O:22])=[O:21])[CH:16]([CH3:18])[CH3:17])[CH:5]=[C:6]([O:9][CH3:10])[C:7]=1[OH:8].[Cl:26][C:27]1[CH:32]=[CH:31][C:30]([C:33]#[C:34][CH2:35]OS(C2C=CC(C)=CC=2)(=O)=O)=[CH:29][CH:28]=1.C[O-].[Na+].O. (3) Given the product [N:22]1([C:11]2[C:5]3[C:4]([CH3:21])=[N:3][C:2]([NH2:1])=[N:7][C:6]=3[CH2:8][C@H:9]([C:13]3[CH:18]=[CH:17][C:16]([F:19])=[CH:15][C:14]=3[Br:20])[N:10]=2)[C:26]2[CH:27]=[CH:28][CH:29]=[CH:30][C:25]=2[N:24]=[N:23]1, predict the reactants needed to synthesize it. The reactants are: [NH2:1][C:2]1[N:3]=[C:4]([CH3:21])[C:5]2[C:11](=O)[NH:10][C@@H:9]([C:13]3[CH:18]=[CH:17][C:16]([F:19])=[CH:15][C:14]=3[Br:20])[CH2:8][C:6]=2[N:7]=1.[NH:22]1[C:26]2[CH:27]=[CH:28][CH:29]=[CH:30][C:25]=2[N:24]=[N:23]1.P(Cl)(Cl)(Cl)=O.CO/N=C1/C2C(C)=NC(N)=NC=2C[C@@H](C2C=CC(F)=CC=2C2C(F)=NC=CC=2)C/1. (4) The reactants are: [N:1]1[C:10]2[C:5](=[CH:6][CH:7]=[CH:8][CH:9]=2)[CH:4]=[C:3]([CH:11]=O)[CH:2]=1.[CH:13](=[O:15])[CH3:14].[OH-].[Na+].C(OC(=O)C)(=O)C.C(OC)(=O)C. Given the product [N:1]1[C:10]2[C:5](=[CH:6][CH:7]=[CH:8][CH:9]=2)[CH:4]=[C:3]([CH:11]=[CH:14][CH:13]=[O:15])[CH:2]=1, predict the reactants needed to synthesize it. (5) The reactants are: Cl[C:2]1[C:11]([C:12]([OH:14])=[O:13])=[CH:10][C:9]2[C:4](=[CH:5][CH:6]=[C:7]([Cl:15])[CH:8]=2)[N:3]=1.[NH2:16][CH:17]([CH2:21][NH:22][C:23](=[O:30])[C:24]1[CH:29]=[CH:28][CH:27]=[CH:26][CH:25]=1)[C:18]([OH:20])=[O:19]. Given the product [C:23]([NH:22][CH2:21][CH:17]([NH:16][C:2]1[C:11]([C:12]([OH:14])=[O:13])=[CH:10][C:9]2[C:4](=[CH:5][CH:6]=[C:7]([Cl:15])[CH:8]=2)[N:3]=1)[C:18]([OH:20])=[O:19])(=[O:30])[C:24]1[CH:25]=[CH:26][CH:27]=[CH:28][CH:29]=1, predict the reactants needed to synthesize it. (6) The reactants are: [NH2:1][C:2]1[C:7]([C:8]2[CH:13]=[CH:12][CH:11]=[C:10]([Cl:14])[C:9]=2[Cl:15])=[N:6][CH:5]=[C:4](Cl)[N:3]=1.[CH3:17][NH:18][CH3:19]. Given the product [NH2:1][C:2]1[C:7]([C:8]2[CH:13]=[CH:12][CH:11]=[C:10]([Cl:14])[C:9]=2[Cl:15])=[N:6][CH:5]=[C:4]([N:18]([CH3:19])[CH3:17])[N:3]=1, predict the reactants needed to synthesize it. (7) Given the product [CH2:1]([O:3][C:4](=[O:12])[C:5]1[CH:10]=[CH:9][CH:8]=[C:7]([O:11][CH2:16][CH2:17][CH2:18][O:19][CH3:20])[CH:6]=1)[CH3:2], predict the reactants needed to synthesize it. The reactants are: [CH2:1]([O:3][C:4](=[O:12])[C:5]1[CH:10]=[CH:9][CH:8]=[C:7]([OH:11])[CH:6]=1)[CH3:2].[H-].[Na+].Br[CH2:16][CH2:17][CH2:18][O:19][CH3:20].